From a dataset of Forward reaction prediction with 1.9M reactions from USPTO patents (1976-2016). Predict the product of the given reaction. (1) Given the reactants [Cl:1][C:2]1[CH:14]=[C:13]([Cl:15])[C:12]([O:16][C:17]2[N:21]([CH3:22])[N:20]=[C:19]([CH3:23])[C:18]=2/[CH:24]=[N:25]/O)=[CH:11][C:3]=1[O:4][C@@H:5]([CH3:10])[C:6]([O:8][CH3:9])=[O:7].C(N(CC)CC)C.ClC(Cl)(Cl)C(Cl)=O.O, predict the reaction product. The product is: [Cl:1][C:2]1[CH:14]=[C:13]([Cl:15])[C:12]([O:16][C:17]2[N:21]([CH3:22])[N:20]=[C:19]([CH3:23])[C:18]=2[C:24]#[N:25])=[CH:11][C:3]=1[O:4][C@@H:5]([CH3:10])[C:6]([O:8][CH3:9])=[O:7]. (2) Given the reactants [CH3:1][O:2][CH:3]([CH2:17][C@@H:18]([CH3:24])[C:19]([O:22][CH3:23])([CH3:21])[CH3:20])[C@H:4]([C@@H:6]1[C@:14]2([CH3:15])[C@H:9]([C@@H:10]([OH:16])[CH2:11][CH2:12][CH2:13]2)[CH2:8][CH2:7]1)[CH3:5].[Cr](O[Cr]([O-])(=O)=O)([O-])(=O)=O.[NH+]1C=CC=CC=1.[NH+]1C=CC=CC=1.C1(C)C=CC(S([O-])(=O)=O)=CC=1.[NH+]1C=CC=CC=1, predict the reaction product. The product is: [CH3:1][O:2][CH:3]([CH2:17][C@@H:18]([CH3:24])[C:19]([O:22][CH3:23])([CH3:21])[CH3:20])[C@H:4]([C@@H:6]1[C@:14]2([CH3:15])[C@H:9]([C:10](=[O:16])[CH2:11][CH2:12][CH2:13]2)[CH2:8][CH2:7]1)[CH3:5]. (3) Given the reactants C(OC([N:8]1[CH2:12][C@@H:11]([CH2:13][N:14]([CH:31]([CH3:33])[CH3:32])[C:15](=[O:30])[C:16]2[CH:21]=[CH:20][C:19]([O:22][CH3:23])=[C:18]([O:24][CH2:25][CH2:26][CH2:27][O:28][CH3:29])[CH:17]=2)[C@H:10]([OH:34])[CH2:9]1)=O)(C)(C)C.CC#N.O.CC#N, predict the reaction product. The product is: [OH:34][C@@H:10]1[CH2:9][NH:8][CH2:12][C@H:11]1[CH2:13][N:14]([CH:31]([CH3:33])[CH3:32])[C:15](=[O:30])[C:16]1[CH:21]=[CH:20][C:19]([O:22][CH3:23])=[C:18]([O:24][CH2:25][CH2:26][CH2:27][O:28][CH3:29])[CH:17]=1. (4) Given the reactants [Cl:1][C:2]1[CH:3]=[C:4]([C@@H:12]([CH2:22][CH:23]2[CH2:27][CH2:26][CH2:25][CH2:24]2)[C:13]([NH:15][C:16]2[CH:20]=[CH:19][N:18](C)[N:17]=2)=[O:14])[CH:5]=[CH:6][C:7]=1[S:8]([CH3:11])(=[O:10])=[O:9].C(Cl)(=O)C(Cl)=O.C(Cl)Cl.CN(C)C=O.N1C=CC(N)=N1.N1C(C)=CC=CC=1C, predict the reaction product. The product is: [Cl:1][C:2]1[CH:3]=[C:4]([C@@H:12]([CH2:22][CH:23]2[CH2:24][CH2:25][CH2:26][CH2:27]2)[C:13]([NH:15][C:16]2[CH:20]=[CH:19][NH:18][N:17]=2)=[O:14])[CH:5]=[CH:6][C:7]=1[S:8]([CH3:11])(=[O:10])=[O:9]. (5) The product is: [ClH:1].[ClH:1].[CH3:26][NH:25][C@@H:22]1[CH2:23][CH2:24][N:20]([CH2:18][CH:17]([C:11]2([OH:10])[CH2:12][CH2:13][CH2:14][CH2:15][CH2:16]2)[C:33]2[CH:38]=[CH:37][CH:36]=[C:35]([O:39][C:40]([F:41])([F:42])[F:43])[CH:34]=2)[CH2:21]1. Given the reactants [ClH:1].Cl.C1(O)CCCCC1.[OH:10][C:11]1([CH:17]([C:33]2[CH:38]=[CH:37][CH:36]=[C:35]([O:39][C:40]([F:43])([F:42])[F:41])[CH:34]=2)[C:18]([N:20]2[CH2:24][CH2:23][C@@H:22]([NH:25][C:26](=O)OC(C)(C)C)[CH2:21]2)=O)[CH2:16][CH2:15][CH2:14][CH2:13][CH2:12]1, predict the reaction product. (6) Given the reactants Br[C:2]1[CH:8]=[C:7]([C:9]([F:12])([F:11])[F:10])[CH:6]=[CH:5][C:3]=1[NH2:4].C(N(CC)CC)C.CC1C=CC=CC=1P(C1C=CC=CC=1C)C1C=CC=CC=1C.[C:42]([O:46][CH2:47][CH3:48])(=[O:45])[CH:43]=[CH2:44], predict the reaction product. The product is: [NH2:4][C:3]1[CH:5]=[CH:6][C:7]([C:9]([F:12])([F:11])[F:10])=[CH:8][C:2]=1/[CH:44]=[CH:43]/[C:42]([O:46][CH2:47][CH3:48])=[O:45]. (7) Given the reactants C(O[C:6](=[O:31])[NH:7][CH2:8][C:9]1[CH:14]=[CH:13][C:12]([C:15]2[C:16]3[CH:23]=[C:22]([C:24]4[CH:25]=[N:26][N:27]([CH3:29])[CH:28]=4)[NH:21][C:17]=3[N:18]=[CH:19][N:20]=2)=[CH:11][C:10]=1[F:30])(C)(C)C.C(O)(C(F)(F)F)=O.[C:39]([C:43]1[N:47]=[C:46](C(O)=O)[O:45][N:44]=1)([CH3:42])([CH3:41])[CH3:40].CCN(C(C)C)C(C)C.Br[P+](N1CCCC1)(N1CCCC1)N1CCCC1, predict the reaction product. The product is: [F:30][C:10]1[CH:11]=[C:12]([C:15]2[C:16]3[CH:23]=[C:22]([C:24]4[CH:25]=[N:26][N:27]([CH3:29])[CH:28]=4)[NH:21][C:17]=3[N:18]=[CH:19][N:20]=2)[CH:13]=[CH:14][C:9]=1[CH2:8][NH:7][C:6]([C:46]1[O:45][N:44]=[C:43]([C:39]([CH3:42])([CH3:41])[CH3:40])[N:47]=1)=[O:31]. (8) Given the reactants [CH2:1]([O:3][C:4](=[O:26])[CH2:5][C:6]1[CH:11]=[CH:10][C:9]([O:12][CH3:13])=[C:8]([O:14][C:15]2[CH:20]=[CH:19][C:18]([N+:21]([O-:23])=[O:22])=[CH:17][C:16]=2[CH:24]=O)[CH:7]=1)[CH3:2].[CH2:27]([NH2:29])[CH3:28].C([BH3-])#N.[Na+], predict the reaction product. The product is: [CH2:1]([O:3][C:4](=[O:26])[CH2:5][C:6]1[CH:11]=[CH:10][C:9]([O:12][CH3:13])=[C:8]([O:14][C:15]2[CH:20]=[CH:19][C:18]([N+:21]([O-:23])=[O:22])=[CH:17][C:16]=2[CH2:24][NH:29][CH2:27][CH3:28])[CH:7]=1)[CH3:2]. (9) Given the reactants [N+]([O-])([O-])=O.[Ce+4].[NH4+].[N+]([O-])([O-])=O.[N+]([O-])([O-])=O.[N+]([O-])([O-])=O.[N+]([O-])([O-])=O.C([N:30]1[CH2:35][CH2:34][O:33][CH:32]([C:36]2[O:40][N:39]=[C:38]([CH3:41])[CH:37]=2)[CH2:31]1)C1C=CC=CC=1, predict the reaction product. The product is: [CH3:41][C:38]1[CH:37]=[C:36]([CH:32]2[O:33][CH2:34][CH2:35][NH:30][CH2:31]2)[O:40][N:39]=1.